Dataset: Forward reaction prediction with 1.9M reactions from USPTO patents (1976-2016). Task: Predict the product of the given reaction. Given the reactants [O-:1][C:2]#[N:3].[K+].Cl.[NH2:6][CH2:7][CH2:8][O:9][C:10]1[CH:15]=[CH:14][C:13]([C:16]2[N:20]([C:21]3[CH:26]=[CH:25][C:24]([O:27][CH3:28])=[CH:23][CH:22]=3)[N:19]=[C:18]([NH:29][C:30](=[O:34])[N:31]([CH3:33])[CH3:32])[CH:17]=2)=[CH:12][CH:11]=1.C([O-])(=O)C.[Na+], predict the reaction product. The product is: [NH2:3][C:2]([NH:6][CH2:7][CH2:8][O:9][C:10]1[CH:11]=[CH:12][C:13]([C:16]2[N:20]([C:21]3[CH:26]=[CH:25][C:24]([O:27][CH3:28])=[CH:23][CH:22]=3)[N:19]=[C:18]([NH:29][C:30](=[O:34])[N:31]([CH3:33])[CH3:32])[CH:17]=2)=[CH:14][CH:15]=1)=[O:1].